From a dataset of Full USPTO retrosynthesis dataset with 1.9M reactions from patents (1976-2016). Predict the reactants needed to synthesize the given product. (1) The reactants are: F[C:2]1[CH:9]=[CH:8][C:7]([C:10]2[N:15]=[C:14]([NH:16][C:17]3[CH:22]=[CH:21][C:20]([N:23]4[CH2:28][CH2:27][N:26]([CH:29]5[CH2:32][O:31][CH2:30]5)[CH2:25][CH2:24]4)=[C:19]([CH3:33])[CH:18]=3)[N:13]=[CH:12][N:11]=2)=[CH:6][C:3]=1[C:4]#[N:5].C(N(CC)C(C)C)(C)C.[CH3:43][C@@H:44]1[NH:48][CH2:47][C@H:46]([OH:49])[CH2:45]1. Given the product [OH:49][C@H:46]1[CH2:47][N:48]([C:2]2[CH:9]=[CH:8][C:7]([C:10]3[N:15]=[C:14]([NH:16][C:17]4[CH:22]=[CH:21][C:20]([N:23]5[CH2:28][CH2:27][N:26]([CH:29]6[CH2:32][O:31][CH2:30]6)[CH2:25][CH2:24]5)=[C:19]([CH3:33])[CH:18]=4)[N:13]=[CH:12][N:11]=3)=[CH:6][C:3]=2[C:4]#[N:5])[C@@H:44]([CH3:43])[CH2:45]1, predict the reactants needed to synthesize it. (2) Given the product [Cl:1][C:2]1[CH:7]=[CH:6][C:5]([N:8]([CH2:30][C:31]2[CH:32]=[CH:33][C:34]([O:37][CH3:38])=[CH:35][CH:36]=2)[C:9]([C:11]2[S:15][C:14]([NH:16][CH:17]3[CH2:22][CH2:21][NH:20][CH2:19][CH2:18]3)=[N:13][CH:12]=2)=[O:10])=[CH:4][CH:3]=1, predict the reactants needed to synthesize it. The reactants are: [Cl:1][C:2]1[CH:7]=[CH:6][C:5]([N:8]([CH2:30][C:31]2[CH:36]=[CH:35][C:34]([O:37][CH3:38])=[CH:33][CH:32]=2)[C:9]([C:11]2[S:15][C:14]([NH:16][CH:17]3[CH2:22][CH2:21][N:20](C(OC(C)(C)C)=O)[CH2:19][CH2:18]3)=[N:13][CH:12]=2)=[O:10])=[CH:4][CH:3]=1. (3) Given the product [N:22]1[CH:23]=[CH:24][CH:25]=[C:20]([NH:19][C:2]([CH:6]2[NH:5][CH2:10][CH2:9][N:8]([C:11]([O:13][C:14]([CH3:15])([CH3:16])[CH3:17])=[O:12])[CH2:7]2)=[O:3])[CH:21]=1, predict the reactants needed to synthesize it. The reactants are: O=[C:2]1[CH:6]2[CH2:7][N:8]([C:11]([O:13][C:14]([CH3:17])([CH3:16])[CH3:15])=[O:12])[CH2:9][CH2:10][N:5]2C(=O)[O:3]1.[NH2:19][C:20]1[CH:21]=[N:22][CH:23]=[CH:24][CH:25]=1. (4) Given the product [CH2:1]([O:3][P:4]([C:9]1[O:13][C:12]([CH:14]=[N:16][OH:17])=[CH:11][CH:10]=1)([O:6][CH2:7][CH3:8])=[O:5])[CH3:2], predict the reactants needed to synthesize it. The reactants are: [CH2:1]([O:3][P:4]([C:9]1[O:13][C:12]([CH:14]=O)=[CH:11][CH:10]=1)([O:6][CH2:7][CH3:8])=[O:5])[CH3:2].[NH2:16][OH:17].C([O-])(=O)C.[Na+].